Dataset: Reaction yield outcomes from USPTO patents with 853,638 reactions. Task: Predict the reaction yield, written as a fraction of the theoretical maximum amount of product (1.0 means a 100% yield; for example, 0.34 means a 34% yield). (1) The reactants are [Cl:1][C:2]1[CH:8]=[C:7]([Cl:9])[C:6]([O:10][CH3:11])=[CH:5][C:3]=1[NH2:4].[C:12]([CH2:14][C:15](O)=[O:16])#[N:13].C(N=C=NC(C)C)(C)C. The catalyst is O1CCCC1. The product is [C:12]([CH2:14][C:15]([NH:4][C:3]1[CH:5]=[C:6]([O:10][CH3:11])[C:7]([Cl:9])=[CH:8][C:2]=1[Cl:1])=[O:16])#[N:13]. The yield is 0.880. (2) The reactants are [CH3:1][O:2][C:3]([C:5]1[CH:10]=[CH:9][CH:8]=[CH:7][C:6]=1B(O)O)=[O:4].Br[C:15]1[CH:20]=[C:19]([F:21])[CH:18]=[CH:17][C:16]=1[N+:22]([O-:24])=[O:23].C(O)C.C(=O)([O-])[O-].[Na+].[Na+]. The catalyst is ClCCl.C(O[Pd]OC(=O)C)(=O)C.C1(P(C2CCCCC2)C2C=CC=CC=2C2C(OC)=CC=CC=2OC)CCCCC1. The product is [F:21][C:19]1[CH:18]=[CH:17][C:16]([N+:22]([O-:24])=[O:23])=[C:15]([C:6]2[C:5]([C:3]([O:2][CH3:1])=[O:4])=[CH:10][CH:9]=[CH:8][CH:7]=2)[CH:20]=1. The yield is 0.566. (3) The catalyst is CN(C1C=CN=CC=1)C.N1C=CC=CC=1.C(Cl)Cl. The product is [C:28]([C:27]1[CH:30]=[CH:31][CH:32]=[CH:33][C:26]=1[N:23]1[CH2:22][CH2:21][N:20]([CH2:19][CH:18]([OH:17])[CH2:34][N:35]2[C:43]3[CH2:42][CH2:41][N:40]([C:15]([NH2:14])=[O:16])[CH2:39][C:38]=3[C:37]([C:44]3[CH:49]=[CH:48][C:47]([I:50])=[CH:46][CH:45]=3)=[N:36]2)[CH2:25][CH2:24]1)#[N:29]. The reactants are C(N(C(C)C)CC)(C)C.C[Si]([N:14]=[C:15]=[O:16])(C)C.[OH:17][CH:18]([CH2:34][N:35]1[C:43]2[CH2:42][CH2:41][NH:40][CH2:39][C:38]=2[C:37]([C:44]2[CH:49]=[CH:48][C:47]([I:50])=[CH:46][CH:45]=2)=[N:36]1)[CH2:19][N:20]1[CH2:25][CH2:24][N:23]([C:26]2[CH:33]=[CH:32][CH:31]=[CH:30][C:27]=2[C:28]#[N:29])[CH2:22][CH2:21]1. The yield is 0.780. (4) The reactants are C(OC([N:8]1[CH2:12][CH:11]([CH2:13][CH2:14][CH2:15][CH2:16][CH3:17])[CH2:10][CH2:9]1)=O)(C)(C)C.[NH2:18][CH:19]([CH:23]1[CH:28]([OH:29])[CH:27]([OH:30])[CH:26]([OH:31])[CH:25]([CH2:32][CH2:33][CH3:34])[O:24]1)[CH:20]([CH3:22])[CH3:21].C(N(CC)CC)C.FC(F)(F)[C:44](=N[Si](C)(C)C)[O:45][Si](C)(C)C.CN(C(ON1N=NC2C=CC=NC1=2)=[N+](C)C)C.F[P-](F)(F)(F)(F)F.FC(F)(F)C(O)=O. The catalyst is CN(C=O)C.O.ClCCCl. The product is [CH3:21][CH:20]([CH3:22])[CH:19]([NH:18][C:44]([CH:9]1[CH2:10][CH:11]([CH2:13][CH2:14][CH2:15][CH2:16][CH3:17])[CH2:12][NH:8]1)=[O:45])[CH:23]1[CH:28]([OH:29])[CH:27]([OH:30])[CH:26]([OH:31])[CH:25]([CH2:32][CH2:33][CH3:34])[O:24]1. The yield is 0.430.